From a dataset of NCI-60 drug combinations with 297,098 pairs across 59 cell lines. Regression. Given two drug SMILES strings and cell line genomic features, predict the synergy score measuring deviation from expected non-interaction effect. (1) Drug 1: CS(=O)(=O)OCCCCOS(=O)(=O)C. Drug 2: COCCOC1=C(C=C2C(=C1)C(=NC=N2)NC3=CC=CC(=C3)C#C)OCCOC.Cl. Cell line: HCT-15. Synergy scores: CSS=18.3, Synergy_ZIP=-4.32, Synergy_Bliss=-7.34, Synergy_Loewe=4.63, Synergy_HSA=-1.44. (2) Drug 1: C1CC(=O)NC(=O)C1N2CC3=C(C2=O)C=CC=C3N. Cell line: CAKI-1. Drug 2: C1=CC(=CC=C1CCC2=CNC3=C2C(=O)NC(=N3)N)C(=O)NC(CCC(=O)O)C(=O)O. Synergy scores: CSS=5.81, Synergy_ZIP=-8.31, Synergy_Bliss=-10.2, Synergy_Loewe=-11.1, Synergy_HSA=-7.57.